This data is from Full USPTO retrosynthesis dataset with 1.9M reactions from patents (1976-2016). The task is: Predict the reactants needed to synthesize the given product. (1) Given the product [C:11]([O:10][C:9]([NH:8][C@@H:5]([CH2:4][C:3]1[CH:16]=[CH:17][CH:18]=[CH:19][C:2]=1[Cl:1])[CH2:6][O:7][C:46]1[CH:45]=[N:44][CH:43]=[C:42]([CH:47]=1)[C:41]([O:40][CH3:39])=[O:49])=[O:15])([CH3:14])([CH3:13])[CH3:12], predict the reactants needed to synthesize it. The reactants are: [Cl:1][C:2]1[CH:19]=[CH:18][CH:17]=[CH:16][C:3]=1[CH2:4][C@H:5]([NH:8][C:9](=[O:15])[O:10][C:11]([CH3:14])([CH3:13])[CH3:12])[CH2:6][OH:7].C1C=CC(P(C2C=CC=CC=2)C2C=CC=CC=2)=CC=1.[CH3:39][O:40][C:41](=[O:49])[C:42]1[CH:47]=[C:46](O)[CH:45]=[N:44][CH:43]=1.CCOC(/N=N/C(OCC)=O)=O. (2) Given the product [Br:1][C:2]1[CH:3]=[N:4][N:5]2[C:10]([NH:11][C:12]3[CH:17]=[C:16]([CH3:18])[CH:15]=[CH:14][C:13]=3[F:19])=[C:9]([C:20]([N:28]3[CH2:29][CH2:30][C:25]([F:24])([C:31]4[CH:32]=[CH:33][CH:34]=[CH:35][CH:36]=4)[CH2:26][CH2:27]3)=[O:21])[CH:8]=[N:7][C:6]=12, predict the reactants needed to synthesize it. The reactants are: [Br:1][C:2]1[CH:3]=[N:4][N:5]2[C:10]([NH:11][C:12]3[CH:17]=[C:16]([CH3:18])[CH:15]=[CH:14][C:13]=3[F:19])=[C:9]([C:20](O)=[O:21])[CH:8]=[N:7][C:6]=12.Cl.[F:24][C:25]1([C:31]2[CH:36]=[CH:35][CH:34]=[CH:33][CH:32]=2)[CH2:30][CH2:29][NH:28][CH2:27][CH2:26]1. (3) Given the product [Cl:22][C:23]1[N:28]=[C:27]([NH:1][C:2]2[CH:7]=[CH:6][CH:5]=[CH:4][C:3]=2[NH:8][C:9](=[O:12])[CH:10]=[CH2:11])[C:26]([Cl:30])=[CH:25][N:24]=1, predict the reactants needed to synthesize it. The reactants are: [NH2:1][C:2]1[CH:7]=[CH:6][CH:5]=[CH:4][C:3]=1[NH:8][C:9](=[O:12])[CH:10]=[CH2:11].CCN(C(C)C)C(C)C.[Cl:22][C:23]1[N:28]=[C:27](Cl)[C:26]([Cl:30])=[CH:25][N:24]=1.C(OCC)(=O)C.CCCCCC. (4) Given the product [N:1]1([C:10]2[N:14]([CH3:15])[N:13]=[C:12]([CH3:16])[C:11]=2/[CH:17]=[CH:20]/[C:21]([OH:23])=[O:22])[C:9]2[C:4](=[CH:5][CH:6]=[CH:7][CH:8]=2)[CH:3]=[CH:2]1, predict the reactants needed to synthesize it. The reactants are: [N:1]1([C:10]2[N:14]([CH3:15])[N:13]=[C:12]([CH3:16])[C:11]=2[CH:17]=O)[C:9]2[C:4](=[CH:5][CH:6]=[CH:7][CH:8]=2)[CH:3]=[CH:2]1.C(O)(=O)[CH2:20][C:21]([OH:23])=[O:22].N1CCCC1.Cl. (5) The reactants are: [NH2:1][C:2]1[CH:7]=[CH:6][C:5]([C:8]([F:11])([F:10])[F:9])=[CH:4][C:3]=1[Br:12].[C:13]1([CH3:23])[CH:18]=[CH:17][C:16]([S:19](Cl)(=[O:21])=[O:20])=[CH:15][CH:14]=1.C([O-])([O-])=O.[K+].[K+]. Given the product [Br:12][C:3]1[CH:4]=[C:5]([C:8]([F:9])([F:10])[F:11])[CH:6]=[CH:7][C:2]=1[NH:1][S:19]([C:16]1[CH:17]=[CH:18][C:13]([CH3:23])=[CH:14][CH:15]=1)(=[O:21])=[O:20], predict the reactants needed to synthesize it.